From a dataset of Peptide-MHC class II binding affinity with 134,281 pairs from IEDB. Regression. Given a peptide amino acid sequence and an MHC pseudo amino acid sequence, predict their binding affinity value. This is MHC class II binding data. The peptide sequence is YQIAFSRGNRAFIAI. The MHC is DRB3_0202 with pseudo-sequence DRB3_0202. The binding affinity (normalized) is 0.834.